This data is from M1 muscarinic receptor antagonist screen with 61,756 compounds. The task is: Binary Classification. Given a drug SMILES string, predict its activity (active/inactive) in a high-throughput screening assay against a specified biological target. (1) The molecule is S(CC(=O)c1c(c([nH]c1C)C)C(OCC)=O)c1oc(nn1)c1cc(OC)c(OC)c(OC)c1. The result is 0 (inactive). (2) The molecule is s1c(C(=O)N2CCN(CC2)c2ccc(OC)cc2)c(n2c1nc(c2)c1ccc(OC)cc1)C. The result is 0 (inactive).